Dataset: Peptide-MHC class II binding affinity with 134,281 pairs from IEDB. Task: Regression. Given a peptide amino acid sequence and an MHC pseudo amino acid sequence, predict their binding affinity value. This is MHC class II binding data. The peptide sequence is AFILDGMNLFPKV. The MHC is DRB1_0401 with pseudo-sequence DRB1_0401. The binding affinity (normalized) is 0.656.